Task: Predict the product of the given reaction.. Dataset: Forward reaction prediction with 1.9M reactions from USPTO patents (1976-2016) The product is: [CH3:1][O:2][C:3]1[CH:4]=[C:5]([CH:11]2[CH2:12][CH2:13][N:14]([C:18]3[C:19]([CH3:38])=[C:20]([CH3:37])[C:21]4[O:25][C:24]([CH3:27])([CH3:26])[C@H:23]([C:28]5[CH:33]=[CH:32][C:31]([CH3:34])=[CH:30][CH:29]=5)[C:22]=4[C:35]=3[CH3:36])[CH2:15][CH2:16]2)[CH:6]=[CH:7][C:8]=1[O:9][CH3:10]. Given the reactants [CH3:1][O:2][C:3]1[CH:4]=[C:5]([CH:11]2[CH2:16][C:15](=O)[N:14]([C:18]3[C:19]([CH3:38])=[C:20]([CH3:37])[C:21]4[O:25][C:24]([CH3:27])([CH3:26])[C@H:23]([C:28]5[CH:33]=[CH:32][C:31]([CH3:34])=[CH:30][CH:29]=5)[C:22]=4[C:35]=3[CH3:36])[C:13](=O)[CH2:12]2)[CH:6]=[CH:7][C:8]=1[O:9][CH3:10], predict the reaction product.